From a dataset of Catalyst prediction with 721,799 reactions and 888 catalyst types from USPTO. Predict which catalyst facilitates the given reaction. (1) Reactant: S(=O)(=O)(O)O.[Cl:6][C:7]1[CH:12]=[CH:11][C:10]([CH2:13][CH:14](O)[CH:15]([CH3:17])[CH3:16])=[CH:9][CH:8]=1. Product: [Cl:6][C:7]1[CH:12]=[C:11]2[C:10]([CH2:13][CH2:14][C:15]2([CH3:17])[CH3:16])=[CH:9][CH:8]=1. The catalyst class is: 6. (2) Reactant: [NH2:1][C@H:2]1[CH2:7][CH2:6][C@H:5]([NH:8][C:9]2[CH:10]=[C:11]([NH:28][C:29]3[CH:34]=[CH:33][CH:32]=[C:31](Br)[N:30]=3)[C:12]3[N:13]([C:15]([C:18]([NH:20][C:21]4[CH:26]=[CH:25][N:24]=[CH:23][C:22]=4[F:27])=[O:19])=[CH:16][N:17]=3)[N:14]=2)[CH2:4][CH2:3]1.[CH3:36][N:37]1[CH2:42][CH2:41][NH:40][CH2:39][CH2:38]1. Product: [NH2:1][C@H:2]1[CH2:7][CH2:6][C@H:5]([NH:8][C:9]2[CH:10]=[C:11]([NH:28][C:29]3[CH:34]=[CH:33][CH:32]=[C:31]([N:40]4[CH2:41][CH2:42][N:37]([CH3:36])[CH2:38][CH2:39]4)[N:30]=3)[C:12]3[N:13]([C:15]([C:18]([NH:20][C:21]4[CH:26]=[CH:25][N:24]=[CH:23][C:22]=4[F:27])=[O:19])=[CH:16][N:17]=3)[N:14]=2)[CH2:4][CH2:3]1. The catalyst class is: 37. (3) Reactant: [CH3:1][C:2]1[C:7]([N+:8]([O-:10])=[O:9])=[CH:6][CH:5]=[CH:4][C:3]=1[OH:11].C(=O)([O-])[O-].[Cs+].[Cs+].[C:18]([CH:20](OS(C(F)(F)F)(=O)=O)[CH2:21][O:22][CH3:23])#[N:19].[I-].[K+].[OH-].[Na+]. Product: [CH3:23][O:22][CH2:21][CH:20]([O:11][C:3]1[CH:4]=[CH:5][CH:6]=[C:7]([N+:8]([O-:10])=[O:9])[C:2]=1[CH3:1])[C:18]#[N:19]. The catalyst class is: 60. (4) Reactant: [C:1](Cl)(=[O:5])[C:2](Cl)=O.CN(C=O)C.[CH2:12]([O:15][C:16]1[CH:17]=[C:18]2[C:22](=[CH:23][CH:24]=1)[NH:21][CH:20]=C2)[CH:13]=[CH2:14]. Product: [CH2:12]([O:15][C:16]1[CH:24]=[C:23]2[C:22](=[CH:18][CH:17]=1)[NH:21][CH:20]=[C:2]2[CH:1]=[O:5])[CH:13]=[CH2:14]. The catalyst class is: 2. (5) Reactant: N1C=CN=C1.C1(P(C2C=CC=CC=2)C2C=CC=CC=2)C=CC=CC=1.[I:25]I.[CH3:27][O:28][C:29]1[CH:45]=[CH:44][C:32]([CH2:33][O:34][C:35]2[CH:40]=[CH:39][C:38]([CH3:41])=[CH:37][C:36]=2[CH2:42]O)=[CH:31][CH:30]=1. Product: [I:25][CH2:42][C:36]1[CH:37]=[C:38]([CH3:41])[CH:39]=[CH:40][C:35]=1[O:34][CH2:33][C:32]1[CH:44]=[CH:45][C:29]([O:28][CH3:27])=[CH:30][CH:31]=1. The catalyst class is: 168. (6) Reactant: [NH:1]1[CH2:5][CH2:4][CH2:3][CH2:2]1.Br[CH2:7][C:8]1[C:9]([C:30]2[CH:35]=[CH:34][CH:33]=[CH:32][CH:31]=2)=[N:10][C:11]2[C:16]([C:17]=1[C:18]([NH:20][C@H:21]([C:24]1[CH:29]=[CH:28][CH:27]=[CH:26][CH:25]=1)[CH2:22][CH3:23])=[O:19])=[CH:15][CH:14]=[CH:13][CH:12]=2.CCN(C(C)C)C(C)C.C1C=C(Cl)C=C(C(OO)=[O:53])C=1.S([O-])([O-])(=O)=S.[Na+].[Na+].[OH-].[Na+]. Product: [O-:53][N+:1]1([CH2:7][C:8]2[C:9]([C:30]3[CH:35]=[CH:34][CH:33]=[CH:32][CH:31]=3)=[N:10][C:11]3[C:16]([C:17]=2[C:18]([NH:20][C@H:21]([C:24]2[CH:29]=[CH:28][CH:27]=[CH:26][CH:25]=2)[CH2:22][CH3:23])=[O:19])=[CH:15][CH:14]=[CH:13][CH:12]=3)[CH2:5][CH2:4][CH2:3][CH2:2]1. The catalyst class is: 34. (7) Reactant: [BH4-].[Li+].[Cl:3][C:4]1[CH:9]=[CH:8][C:7]([S:10]([N:13]2[C:17]3[CH2:18][CH:19]4[N:24]([S:25]([C:28]5[CH:33]=[CH:32][C:31]([Cl:34])=[CH:30][CH:29]=5)(=[O:27])=[O:26])[CH:23]([C:16]=3[CH:15]=[N:14]2)[CH2:22][CH:21]([C:35](OCC)=[O:36])[CH2:20]4)(=[O:12])=[O:11])=[CH:6][CH:5]=1.[Cl:40][C:41]1[CH:46]=[CH:45][C:44]([S:47]([N:50]2[CH:54]=[C:53]3[CH:55]4[N:61]([S:62]([C:65]5[CH:70]=[CH:69][C:68]([Cl:71])=[CH:67][CH:66]=5)(=[O:64])=[O:63])[CH:59]([CH2:60][C:52]3=[N:51]2)[CH2:58][CH:57]([C:72](OCC)=[O:73])[CH2:56]4)(=[O:49])=[O:48])=[CH:43][CH:42]=1. Product: [Cl:3][C:4]1[CH:5]=[CH:6][C:7]([S:10]([N:13]2[C:17]3[CH2:18][CH:19]4[N:24]([S:25]([C:28]5[CH:29]=[CH:30][C:31]([Cl:34])=[CH:32][CH:33]=5)(=[O:27])=[O:26])[CH:23]([C:16]=3[CH:15]=[N:14]2)[CH2:22][CH:21]([CH2:35][OH:36])[CH2:20]4)(=[O:12])=[O:11])=[CH:8][CH:9]=1.[Cl:40][C:41]1[CH:42]=[CH:43][C:44]([S:47]([N:50]2[CH:54]=[C:53]3[CH:55]4[N:61]([S:62]([C:65]5[CH:66]=[CH:67][C:68]([Cl:71])=[CH:69][CH:70]=5)(=[O:64])=[O:63])[CH:59]([CH2:60][C:52]3=[N:51]2)[CH2:58][CH:57]([CH2:72][OH:73])[CH2:56]4)(=[O:49])=[O:48])=[CH:45][CH:46]=1. The catalyst class is: 49. (8) Reactant: [Br:1][CH2:2][C:3]1[CH:8]=[C:7]([N+:9]([O-:11])=[O:10])[CH:6]=[CH:5][C:4]=1[F:12].[C:13]1([P:19]([C:26]2[CH:31]=[CH:30][CH:29]=[CH:28][CH:27]=2)[C:20]2[CH:25]=[CH:24][CH:23]=[CH:22][CH:21]=2)[CH:18]=[CH:17][CH:16]=[CH:15][CH:14]=1. Product: [Br-:1].[F:12][C:4]1[CH:5]=[CH:6][C:7]([N+:9]([O-:11])=[O:10])=[CH:8][C:3]=1[CH2:2][P+:19]([C:20]1[CH:21]=[CH:22][CH:23]=[CH:24][CH:25]=1)([C:26]1[CH:31]=[CH:30][CH:29]=[CH:28][CH:27]=1)[C:13]1[CH:14]=[CH:15][CH:16]=[CH:17][CH:18]=1. The catalyst class is: 11. (9) Reactant: [Cl:1][C:2]1[C:6]([CH2:7][CH3:8])=[C:5]([C:9]2[CH:10]=[C:11]([C:14]([O:16]C)=[O:15])[S:12][CH:13]=2)[N:4]([CH3:18])[N:3]=1.[OH-].[Na+]. Product: [Cl:1][C:2]1[C:6]([CH2:7][CH3:8])=[C:5]([C:9]2[CH:10]=[C:11]([C:14]([OH:16])=[O:15])[S:12][CH:13]=2)[N:4]([CH3:18])[N:3]=1. The catalyst class is: 7. (10) Reactant: [NH2:1][C@H:2]([CH2:7][OH:8])[CH2:3][CH:4]([CH3:6])[CH3:5].[F:9][C:10]1[CH:17]=[CH:16][C:13]([CH:14]=O)=[CH:12][CH:11]=1. Product: [F:9][C:10]1[CH:17]=[CH:16][C:13]([CH:14]=[N:1][C@@H:2]([CH2:3][CH:4]([CH3:6])[CH3:5])[CH2:7][OH:8])=[CH:12][CH:11]=1. The catalyst class is: 48.